Dataset: Full USPTO retrosynthesis dataset with 1.9M reactions from patents (1976-2016). Task: Predict the reactants needed to synthesize the given product. (1) Given the product [F:1][C:2]1[C:3]([C:9](=[O:22])[CH2:10][C:15]2[CH:20]=[CH:19][CH:18]=[CH:17][C:16]=2[F:21])=[N:4][CH:5]=[C:6]([F:8])[CH:7]=1, predict the reactants needed to synthesize it. The reactants are: [F:1][C:2]1[C:3]([C:9](=[O:22])[CH:10]([C:15]2[CH:20]=[CH:19][CH:18]=[CH:17][C:16]=2[F:21])C(OC)=O)=[N:4][CH:5]=[C:6]([F:8])[CH:7]=1.[Cl-].[Na+].O. (2) The reactants are: C(OC(=O)[NH:7][CH:8]([C:16](=[O:28])[NH:17][C:18]1[CH:22]=[CH:21][N:20]([CH2:23][C:24]([OH:27])([CH3:26])[CH3:25])[N:19]=1)[CH2:9][CH:10]1[CH2:15][CH2:14][O:13][CH2:12][CH2:11]1)(C)(C)C.[ClH:30]. Given the product [ClH:30].[NH2:7][CH:8]([CH2:9][CH:10]1[CH2:15][CH2:14][O:13][CH2:12][CH2:11]1)[C:16]([NH:17][C:18]1[CH:22]=[CH:21][N:20]([CH2:23][C:24]([OH:27])([CH3:25])[CH3:26])[N:19]=1)=[O:28], predict the reactants needed to synthesize it. (3) Given the product [C:16]([O:19][C@H:20]1[CH2:37][CH2:36][C@@:35]2([CH3:38])[C@@H:22]([CH2:23][CH2:24][C@:25]3([CH3:49])[C@@H:34]2[CH2:33][CH2:32][C@H:31]2[C@@:26]3([CH3:48])[CH2:27][CH2:28][C@@:29]3([C:45]([NH:10][NH:9][C:1](=[O:8])[C:2]4[CH:7]=[CH:6][CH:5]=[CH:4][CH:3]=4)=[O:46])[CH2:41][CH2:40][C@@H:39]([C:42]([CH3:44])=[CH2:43])[C@@H:30]32)[C:21]1([CH3:51])[CH3:50])(=[O:18])[CH3:17], predict the reactants needed to synthesize it. The reactants are: [C:1]([NH:9][NH2:10])(=[O:8])[C:2]1[CH:7]=[CH:6][CH:5]=[CH:4][CH:3]=1.CN(C=O)C.[C:16]([O:19][C@H:20]1[CH2:37][CH2:36][C@@:35]2([CH3:38])[C@@H:22]([CH2:23][CH2:24][C@:25]3([CH3:49])[C@@H:34]2[CH2:33][CH2:32][C@H:31]2[C@@:26]3([CH3:48])[CH2:27][CH2:28][C@@:29]3([C:45](Cl)=[O:46])[CH2:41][CH2:40][C@@H:39]([C:42]([CH3:44])=[CH2:43])[C@@H:30]32)[C:21]1([CH3:51])[CH3:50])(=[O:18])[CH3:17].